This data is from Forward reaction prediction with 1.9M reactions from USPTO patents (1976-2016). The task is: Predict the product of the given reaction. (1) Given the reactants [F:1][C:2]1[C:10]([F:11])=[C:9]2[C:5]([C:6]([NH:20][C:21]([N:23]3[CH2:28][CH2:27][CH2:26][CH2:25][CH2:24]3)=[O:22])=[N:7][N:8]2COCC[Si](C)(C)C)=[CH:4][C:3]=1[C:29]1[CH:34]=[CH:33][CH:32]=[CH:31][CH:30]=1.Cl, predict the reaction product. The product is: [F:1][C:2]1[C:10]([F:11])=[C:9]2[C:5]([C:6]([NH:20][C:21]([N:23]3[CH2:24][CH2:25][CH2:26][CH2:27][CH2:28]3)=[O:22])=[N:7][NH:8]2)=[CH:4][C:3]=1[C:29]1[CH:34]=[CH:33][CH:32]=[CH:31][CH:30]=1. (2) Given the reactants [CH2:1]([N:8]([CH2:19][C:20]1[CH:34]=[CH:33][C:23]([O:24][C:25]2[CH:26]=[CH:27][C:28]([Br:32])=[C:29]([OH:31])[CH:30]=2)=[CH:22][CH:21]=1)[C:9]1[CH:14]=[CH:13][CH:12]=[C:11]([N+:15]([O-:17])=[O:16])[C:10]=1[CH3:18])[C:2]1[CH:7]=[CH:6][CH:5]=[CH:4][CH:3]=1.[C:35]([O:39]CC)(=[O:38])[CH2:36]O, predict the reaction product. The product is: [CH2:1]([N:8]([CH2:19][C:20]1[CH:21]=[CH:22][C:23]([O:24][C:25]2[CH:26]=[CH:27][C:28]([Br:32])=[C:29]([CH:30]=2)[O:31][CH2:36][C:35]([OH:39])=[O:38])=[CH:33][CH:34]=1)[C:9]1[CH:14]=[CH:13][CH:12]=[C:11]([N+:15]([O-:17])=[O:16])[C:10]=1[CH3:18])[C:2]1[CH:3]=[CH:4][CH:5]=[CH:6][CH:7]=1. (3) Given the reactants [OH:1][CH2:2][C@H:3]([NH:14][C:15]([C:17]1[C:22]2[O:23][CH2:24][CH2:25][CH2:26][CH2:27][C:21]=2[CH:20]=[C:19](Br)[CH:18]=1)=[O:16])[CH2:4][C:5]1[C:13]2[C:8](=[CH:9][CH:10]=[CH:11][CH:12]=2)[NH:7][CH:6]=1.[Cl:29][C:30]1[CH:31]=[C:32](B(O)O)[CH:33]=[CH:34][C:35]=1[C:36](=[O:39])[NH:37][CH3:38].C(=O)([O-])[O-].[Na+].[Na+], predict the reaction product. The product is: [OH:1][CH2:2][C@H:3]([NH:14][C:15]([C:17]1[C:22]2[O:23][CH2:24][CH2:25][CH2:26][CH2:27][C:21]=2[CH:20]=[C:19]([C:32]2[CH:33]=[CH:34][C:35]([C:36](=[O:39])[NH:37][CH3:38])=[C:30]([Cl:29])[CH:31]=2)[CH:18]=1)=[O:16])[CH2:4][C:5]1[C:13]2[C:8](=[CH:9][CH:10]=[CH:11][CH:12]=2)[NH:7][CH:6]=1. (4) The product is: [Cl:1][C:2]1[CH:7]=[C:6]([C:19]2[CH:20]=[CH:21][CH:22]=[CH:23][C:18]=2[C:17]([F:28])([F:27])[F:16])[N:5]=[C:4]([NH2:9])[CH:3]=1. Given the reactants [Cl:1][C:2]1[CH:7]=[C:6](Cl)[N:5]=[C:4]([NH2:9])[CH:3]=1.C([O-])([O-])=O.[Cs+].[Cs+].[F:16][C:17]([F:28])([F:27])[C:18]1[CH:23]=[CH:22][CH:21]=[CH:20][C:19]=1B(O)O.C(Cl)Cl, predict the reaction product. (5) Given the reactants C(OC([N:11]1[CH2:15][CH2:14][CH:13]([NH:16][C:17]2[C:22]3[S:23][C:24]([CH3:26])=[CH:25][C:21]=3[N:20]=[C:19]([N:27]3[CH2:33][C:32]4[CH:34]=[CH:35][CH:36]=[CH:37][C:31]=4[S:30](=[O:38])[CH2:29][CH2:28]3)[N:18]=2)[CH2:12]1)=O)C1C=CC=CC=1.[OH-].[K+], predict the reaction product. The product is: [NH:11]1[CH2:15][CH2:14][CH:13]([NH:16][C:17]2[C:22]3[S:23][C:24]([CH3:26])=[CH:25][C:21]=3[N:20]=[C:19]([N:27]3[CH2:33][C:32]4[CH:34]=[CH:35][CH:36]=[CH:37][C:31]=4[S:30](=[O:38])[CH2:29][CH2:28]3)[N:18]=2)[CH2:12]1. (6) Given the reactants [Cl:1][C:2]1[C:10]2[C:5](=[CH:6][CH:7]=[CH:8][CH:9]=2)[NH:4][C:3]=1[C:11]1[N:15]=[C:14]([CH3:16])[O:13][N:12]=1.C(OC([NH:24][CH2:25][C:26]1[CH:31]=[CH:30][C:29](B(O)O)=[CH:28][CH:27]=1)=O)(C)(C)C.CS(C)=O.C(N(CC)C(C)C)(C)C, predict the reaction product. The product is: [ClH:1].[Cl:1][C:2]1[C:10]2[C:5](=[CH:6][CH:7]=[CH:8][CH:9]=2)[N:4]([C:29]2[CH:30]=[CH:31][C:26]([CH2:25][NH2:24])=[CH:27][CH:28]=2)[C:3]=1[C:11]1[N:15]=[C:14]([CH3:16])[O:13][N:12]=1. (7) Given the reactants [C:1]1([C:7]2[C:16]3[C:11](=[CH:12][CH:13]=[CH:14][CH:15]=3)[N:10]=[C:9]([NH:17][C:18]3[CH:26]=[CH:25][C:21]([C:22](Cl)=[O:23])=[CH:20][CH:19]=3)[N:8]=2)[CH:6]=[CH:5][CH:4]=[CH:3][CH:2]=1.CCN(C(C)C)C(C)C.[Br:36][C:37]1[CH:38]=[CH:39][C:40]([CH3:44])=[C:41]([CH:43]=1)[NH2:42], predict the reaction product. The product is: [Br:36][C:37]1[CH:38]=[CH:39][C:40]([CH3:44])=[C:41]([NH:42][C:22](=[O:23])[C:21]2[CH:20]=[CH:19][C:18]([NH:17][C:9]3[N:8]=[C:7]([C:1]4[CH:2]=[CH:3][CH:4]=[CH:5][CH:6]=4)[C:16]4[C:11](=[CH:12][CH:13]=[CH:14][CH:15]=4)[N:10]=3)=[CH:26][CH:25]=2)[CH:43]=1.